The task is: Predict the product of the given reaction.. This data is from Forward reaction prediction with 1.9M reactions from USPTO patents (1976-2016). (1) Given the reactants [NH2:1][C:2]1[CH:7]=[C:6]([CH3:8])[C:5]([NH:9][C:10](=[O:17])[CH2:11][CH:12]2[CH2:16][CH2:15][CH2:14][CH2:13]2)=[C:4]([Cl:18])[CH:3]=1.Cl[CH2:20][CH2:21][O:22][CH2:23][CH2:24]Cl.[I-].[K+], predict the reaction product. The product is: [Cl:18][C:4]1[CH:3]=[C:2]([N:1]2[CH2:24][CH2:23][O:22][CH2:21][CH2:20]2)[CH:7]=[C:6]([CH3:8])[C:5]=1[NH:9][C:10](=[O:17])[CH2:11][CH:12]1[CH2:13][CH2:14][CH2:15][CH2:16]1. (2) Given the reactants [CH2:1]([O:3][C:4]1[CH:9]=[CH:8][C:7]([C:10]2[CH:15]=[CH:14][C:13](C3C(C(O)=O)=CC=CC=3)=[CH:12][CH:11]=2)=[C:6]([F:25])[C:5]=1[F:26])[CH3:2].[F:27][C:28]1[C:33]([F:34])=[C:32]([CH:35]2[CH2:40][CH2:39][CH:38]([CH2:41][CH2:42][CH3:43])[CH2:37][CH2:36]2)[CH:31]=[CH:30][C:29]=1[OH:44].C1(N=C=N[CH:54]2[CH2:59]CCCC2)CCCCC1.[C:60]1([CH3:66])[CH:65]=[CH:64][CH:63]=[CH:62][CH:61]=1.[OH2:67], predict the reaction product. The product is: [CH2:41]([C@H:38]1[CH2:37][CH2:36][C@H:35]([C:32]2[CH:31]=[CH:30][C:29]([O:44][C:66](=[O:67])[C:60]3[C:65]([C:6]4([F:25])[CH:5]([F:26])[C:4]([O:3][CH2:1][CH3:2])=[CH:9][CH:8]=[C:7]4[C:10]4[CH:11]=[CH:12][CH:13]=[CH:14][CH:15]=4)=[CH:64][CH:63]=[CH:62][CH:61]=3)=[C:28]([F:27])[C:33]=2[F:34])[CH2:40][CH2:39]1)[CH2:42][CH2:43][CH2:59][CH3:54]. (3) Given the reactants [CH3:1][N:2](C)C=O.Cl[C:7]1[C:12]([CH3:13])=[C:11]([C:14]2[CH:19]=[CH:18][CH:17]=[CH:16][CH:15]=2)[N:10]=[CH:9][N:8]=1, predict the reaction product. The product is: [CH3:13][C:12]1[C:7]([C:1]#[N:2])=[N:8][CH:9]=[N:10][C:11]=1[C:14]1[CH:19]=[CH:18][CH:17]=[CH:16][CH:15]=1.